The task is: Predict which catalyst facilitates the given reaction.. This data is from Catalyst prediction with 721,799 reactions and 888 catalyst types from USPTO. Reactant: [NH:1]1[C:5]2=[CH:6][N:7]=[CH:8][CH:9]=[C:4]2[CH:3]=[C:2]1[C:10]([O:12][CH2:13][CH3:14])=[O:11].[CH3:15][C:16]([O:19][C:20](O[C:20]([O:19][C:16]([CH3:18])([CH3:17])[CH3:15])=[O:21])=[O:21])([CH3:18])[CH3:17].O. Product: [N:1]1([C:20]([O:19][C:16]([CH3:18])([CH3:17])[CH3:15])=[O:21])[C:5]2=[CH:6][N:7]=[CH:8][CH:9]=[C:4]2[CH:3]=[C:2]1[C:10]([O:12][CH2:13][CH3:14])=[O:11]. The catalyst class is: 230.